Dataset: Forward reaction prediction with 1.9M reactions from USPTO patents (1976-2016). Task: Predict the product of the given reaction. (1) Given the reactants [F:1][C:2]1[CH:7]=[CH:6][CH:5]=[CH:4][C:3]=1[N:8]1[C:12]([C:13]2[CH:18]=[CH:17][N:16]=[CH:15][CH:14]=2)=[C:11]([C:19](O)=[O:20])[N:10]=[N:9]1.[F:22][C:23]1[CH:28]=[CH:27][CH:26]=[CH:25][C:24]=1[C:29](=[NH:32])[NH:30]O, predict the reaction product. The product is: [F:1][C:2]1[CH:7]=[CH:6][CH:5]=[CH:4][C:3]=1[N:8]1[C:12]([C:13]2[CH:14]=[CH:15][N:16]=[CH:17][CH:18]=2)=[C:11]([C:19]2[O:20][N:32]=[C:29]([C:24]3[CH:25]=[CH:26][CH:27]=[CH:28][C:23]=3[F:22])[N:30]=2)[N:10]=[N:9]1. (2) Given the reactants [Cl:1][C:2]1[C:3]([C:29]#[N:30])=[N:4][N:5]([CH:8]2[CH2:12][CH2:11][N:10]([C:13]3[CH:14]=[N:15][N:16]([C:21]4[CH:26]=[CH:25][C:24]([F:27])=[CH:23][CH:22]=4)[C:17]=3[CH:18]([CH3:20])[CH3:19])[C:9]2=[O:28])[C:6]=1[CH3:7].[CH2:31](N)[CH2:32][NH2:33], predict the reaction product. The product is: [Cl:1][C:2]1[C:3]([C:29]2[NH:33][CH2:32][CH2:31][N:30]=2)=[N:4][N:5]([CH:8]2[CH2:12][CH2:11][N:10]([C:13]3[CH:14]=[N:15][N:16]([C:21]4[CH:22]=[CH:23][C:24]([F:27])=[CH:25][CH:26]=4)[C:17]=3[CH:18]([CH3:20])[CH3:19])[C:9]2=[O:28])[C:6]=1[CH3:7]. (3) Given the reactants [CH2:1]1[C:10]2[C:5](=[CH:6][CH:7]=[CH:8][CH:9]=2)[CH2:4][CH2:3][O:2]1.[Mn]([O-])(=O)(=O)=[O:12].[K+], predict the reaction product. The product is: [C:1]1(=[O:12])[C:10]2[C:5](=[CH:6][CH:7]=[CH:8][CH:9]=2)[CH2:4][CH2:3][O:2]1.